This data is from NCI-60 drug combinations with 297,098 pairs across 59 cell lines. The task is: Regression. Given two drug SMILES strings and cell line genomic features, predict the synergy score measuring deviation from expected non-interaction effect. (1) Drug 1: CC1=CC2C(CCC3(C2CCC3(C(=O)C)OC(=O)C)C)C4(C1=CC(=O)CC4)C. Drug 2: C1CC(=O)NC(=O)C1N2C(=O)C3=CC=CC=C3C2=O. Cell line: T-47D. Synergy scores: CSS=17.2, Synergy_ZIP=5.28, Synergy_Bliss=7.83, Synergy_Loewe=8.34, Synergy_HSA=8.90. (2) Synergy scores: CSS=56.3, Synergy_ZIP=1.45, Synergy_Bliss=1.09, Synergy_Loewe=-30.7, Synergy_HSA=1.72. Drug 1: C1=CN(C(=O)N=C1N)C2C(C(C(O2)CO)O)O.Cl. Drug 2: COC1=C2C(=CC3=C1OC=C3)C=CC(=O)O2. Cell line: HL-60(TB). (3) Drug 1: CC(CN1CC(=O)NC(=O)C1)N2CC(=O)NC(=O)C2. Drug 2: CN(C(=O)NC(C=O)C(C(C(CO)O)O)O)N=O. Cell line: MALME-3M. Synergy scores: CSS=13.9, Synergy_ZIP=-4.04, Synergy_Bliss=-2.78, Synergy_Loewe=-2.37, Synergy_HSA=-2.76. (4) Drug 1: CS(=O)(=O)CCNCC1=CC=C(O1)C2=CC3=C(C=C2)N=CN=C3NC4=CC(=C(C=C4)OCC5=CC(=CC=C5)F)Cl. Drug 2: C(CCl)NC(=O)N(CCCl)N=O. Cell line: UO-31. Synergy scores: CSS=4.70, Synergy_ZIP=-1.23, Synergy_Bliss=0.669, Synergy_Loewe=-3.62, Synergy_HSA=-2.47. (5) Drug 1: CN(CCCl)CCCl.Cl. Drug 2: CCN(CC)CCCC(C)NC1=C2C=C(C=CC2=NC3=C1C=CC(=C3)Cl)OC. Cell line: SNB-19. Synergy scores: CSS=33.6, Synergy_ZIP=-8.16, Synergy_Bliss=0.724, Synergy_Loewe=-6.36, Synergy_HSA=2.34.